Dataset: NCI-60 drug combinations with 297,098 pairs across 59 cell lines. Task: Regression. Given two drug SMILES strings and cell line genomic features, predict the synergy score measuring deviation from expected non-interaction effect. Drug 1: C1=CN(C=N1)CC(O)(P(=O)(O)O)P(=O)(O)O. Drug 2: C(CN)CNCCSP(=O)(O)O. Cell line: DU-145. Synergy scores: CSS=3.63, Synergy_ZIP=1.40, Synergy_Bliss=4.19, Synergy_Loewe=3.61, Synergy_HSA=3.61.